From a dataset of NCI-60 drug combinations with 297,098 pairs across 59 cell lines. Regression. Given two drug SMILES strings and cell line genomic features, predict the synergy score measuring deviation from expected non-interaction effect. (1) Drug 1: CC1=C2C(C(=O)C3(C(CC4C(C3C(C(C2(C)C)(CC1OC(=O)C(C(C5=CC=CC=C5)NC(=O)OC(C)(C)C)O)O)OC(=O)C6=CC=CC=C6)(CO4)OC(=O)C)OC)C)OC. Drug 2: C#CCC(CC1=CN=C2C(=N1)C(=NC(=N2)N)N)C3=CC=C(C=C3)C(=O)NC(CCC(=O)O)C(=O)O. Cell line: UO-31. Synergy scores: CSS=40.7, Synergy_ZIP=0.803, Synergy_Bliss=4.48, Synergy_Loewe=3.80, Synergy_HSA=4.27. (2) Drug 1: C1=CC(=C2C(=C1NCCNCCO)C(=O)C3=C(C=CC(=C3C2=O)O)O)NCCNCCO. Drug 2: CS(=O)(=O)OCCCCOS(=O)(=O)C. Cell line: DU-145. Synergy scores: CSS=64.5, Synergy_ZIP=1.69, Synergy_Bliss=2.55, Synergy_Loewe=-61.0, Synergy_HSA=2.66. (3) Drug 1: CCC1(CC2CC(C3=C(CCN(C2)C1)C4=CC=CC=C4N3)(C5=C(C=C6C(=C5)C78CCN9C7C(C=CC9)(C(C(C8N6C=O)(C(=O)OC)O)OC(=O)C)CC)OC)C(=O)OC)O.OS(=O)(=O)O. Drug 2: CN(CCCl)CCCl.Cl. Cell line: UACC-257. Synergy scores: CSS=10.4, Synergy_ZIP=-5.57, Synergy_Bliss=-3.49, Synergy_Loewe=-17.4, Synergy_HSA=-3.34. (4) Drug 1: C1=C(C(=O)NC(=O)N1)F. Drug 2: C1=CN(C=N1)CC(O)(P(=O)(O)O)P(=O)(O)O. Cell line: HOP-92. Synergy scores: CSS=9.07, Synergy_ZIP=-9.39, Synergy_Bliss=-12.5, Synergy_Loewe=-8.78, Synergy_HSA=-8.55. (5) Drug 1: C1=CC=C(C=C1)NC(=O)CCCCCCC(=O)NO. Drug 2: C1=CC=C(C(=C1)C(C2=CC=C(C=C2)Cl)C(Cl)Cl)Cl. Cell line: PC-3. Synergy scores: CSS=17.8, Synergy_ZIP=-5.41, Synergy_Bliss=0.364, Synergy_Loewe=-41.7, Synergy_HSA=-1.63. (6) Drug 1: CCCCCOC(=O)NC1=NC(=O)N(C=C1F)C2C(C(C(O2)C)O)O. Drug 2: C(CCl)NC(=O)N(CCCl)N=O. Cell line: BT-549. Synergy scores: CSS=2.52, Synergy_ZIP=1.52, Synergy_Bliss=5.59, Synergy_Loewe=-0.434, Synergy_HSA=1.07.